This data is from Forward reaction prediction with 1.9M reactions from USPTO patents (1976-2016). The task is: Predict the product of the given reaction. (1) Given the reactants C(OC(=O)[NH:7][C@H:8]([C:10]1[N:14]([C:15]2[CH:20]=[C:19]([F:21])[CH:18]=[C:17]([F:22])[CH:16]=2)[C:13]2[CH:23]=[C:24]([F:27])[CH:25]=[CH:26][C:12]=2[N:11]=1)[CH3:9])(C)(C)C, predict the reaction product. The product is: [F:22][C:17]1[CH:16]=[C:15]([N:14]2[C:13]3[CH:23]=[C:24]([F:27])[CH:25]=[CH:26][C:12]=3[N:11]=[C:10]2[C@@H:8]([NH2:7])[CH3:9])[CH:20]=[C:19]([F:21])[CH:18]=1. (2) Given the reactants C[O:2][C:3]([C:5]1[CH:10]=[C:9]([N:11]2[CH2:16][CH2:15][N:14]([C:17]([O:19][C:20]([CH3:23])([CH3:22])[CH3:21])=[O:18])[CH2:13][CH2:12]2)[N:8]=[C:7]([C:24]2[CH:29]=[CH:28][N:27]=[C:26]([F:30])[CH:25]=2)[CH:6]=1)=O.CCOCC.[H-].[H-].[H-].[H-].[Li+].[Al+3], predict the reaction product. The product is: [C:20]([O:19][C:17]([N:14]1[CH2:13][CH2:12][N:11]([C:9]2[N:8]=[C:7]([C:24]3[CH:29]=[CH:28][N:27]=[C:26]([F:30])[CH:25]=3)[CH:6]=[C:5]([CH2:3][OH:2])[CH:10]=2)[CH2:16][CH2:15]1)=[O:18])([CH3:23])([CH3:21])[CH3:22].